From a dataset of Peptide-MHC class I binding affinity with 185,985 pairs from IEDB/IMGT. Regression. Given a peptide amino acid sequence and an MHC pseudo amino acid sequence, predict their binding affinity value. This is MHC class I binding data. (1) The peptide sequence is ELAYYNSCM. The MHC is HLA-A30:01 with pseudo-sequence HLA-A30:01. The binding affinity (normalized) is 0.327. (2) The peptide sequence is TLYAVATTFI. The binding affinity (normalized) is 0.588. The MHC is HLA-A02:01 with pseudo-sequence HLA-A02:01.